Dataset: Forward reaction prediction with 1.9M reactions from USPTO patents (1976-2016). Task: Predict the product of the given reaction. (1) Given the reactants [CH3:1][C:2]1([CH3:42])[CH2:6][C:5]2([CH2:11][CH2:10][CH2:9][N:8]([CH:12]3[CH2:17][CH2:16][N:15]([C:18]([C:20]4[C:29]5[C:24](=[CH:25][CH:26]=[CH:27][CH:28]=5)[N:23]=[C:22]([N:30]5[CH2:35][CH2:34][CH:33]([C:36]([O:38][CH2:39]C)=[O:37])[CH2:32][CH2:31]5)[CH:21]=4)=[O:19])[CH2:14][CH2:13]3)[CH2:7]2)[C:4](=[O:41])[O:3]1.[OH-].[Na+], predict the reaction product. The product is: [CH3:1][C:2]1([CH3:42])[CH2:6][C:5]2([CH2:11][CH2:10][CH2:9][N:8]([CH:12]3[CH2:13][CH2:14][N:15]([C:18]([C:20]4[C:29]5[C:24](=[CH:25][CH:26]=[CH:27][CH:28]=5)[N:23]=[C:22]([N:30]5[CH2:35][CH2:34][CH:33]([C:36]([O:38][CH3:39])=[O:37])[CH2:32][CH2:31]5)[CH:21]=4)=[O:19])[CH2:16][CH2:17]3)[CH2:7]2)[C:4](=[O:41])[O:3]1. (2) Given the reactants [C:1]([O:6][C:7]1[CH:15]=[CH:14][C:10]([C:11](Cl)=[O:12])=[CH:9][CH:8]=1)(=[O:5])[C:2]([CH3:4])=[CH2:3].[OH:16][CH:17]([C:25]([F:28])([F:27])[F:26])[C:18]([F:24])([F:23])[S:19]([O-:22])(=[O:21])=[O:20].[C:29]1([S+:35]([C:42]2[CH:47]=[CH:46][CH:45]=[CH:44][CH:43]=2)[C:36]2[CH:41]=[CH:40][CH:39]=[CH:38][CH:37]=2)[CH:34]=[CH:33][CH:32]=[CH:31][CH:30]=1.C(N(CC)CC)C.Cl, predict the reaction product. The product is: [F:24][C:18]([F:23])([S:19]([O-:22])(=[O:21])=[O:20])[CH:17]([O:16][C:11](=[O:12])[C:10]1[CH:9]=[CH:8][C:7]([O:6][C:1](=[O:5])[C:2]([CH3:4])=[CH2:3])=[CH:15][CH:14]=1)[C:25]([F:28])([F:26])[F:27].[C:42]1([S+:35]([C:29]2[CH:30]=[CH:31][CH:32]=[CH:33][CH:34]=2)[C:36]2[CH:41]=[CH:40][CH:39]=[CH:38][CH:37]=2)[CH:43]=[CH:44][CH:45]=[CH:46][CH:47]=1.